Dataset: Catalyst prediction with 721,799 reactions and 888 catalyst types from USPTO. Task: Predict which catalyst facilitates the given reaction. (1) Reactant: C[Si]([N-][Si](C)(C)C)(C)C.[Li+].[C:11]([O:15][C:16](=[O:30])[NH:17][C@@H:18]1[C:24](=[O:25])[NH:23][C:22]2[CH:26]=[CH:27][CH:28]=[CH:29][C:21]=2[O:20][CH2:19]1)([CH3:14])([CH3:13])[CH3:12].Cl[CH2:32][C:33]1[C:42]2[C:37](=[CH:38][CH:39]=[CH:40][CH:41]=2)[CH:36]=[CH:35][C:34]=1[CH3:43].[Na+].[I-]. Product: [CH3:43][C:34]1[CH:35]=[CH:36][C:37]2[C:42](=[CH:41][CH:40]=[CH:39][CH:38]=2)[C:33]=1[CH2:32][N:23]1[C:24](=[O:25])[C@@H:18]([NH:17][C:16](=[O:30])[O:15][C:11]([CH3:14])([CH3:12])[CH3:13])[CH2:19][O:20][C:21]2[CH:29]=[CH:28][CH:27]=[CH:26][C:22]1=2. The catalyst class is: 1. (2) Reactant: [Cl:1]OC(C)(C)C.C(Cl)(Cl)(Cl)Cl.C(Cl)(Cl)Cl.[F:16][C:17]1[CH:18]=[CH:19][C:20]([O:23][CH2:24][C:25]2[N:29]([CH3:30])[N:28]=[CH:27][C:26]=2[CH:31]=[N:32][OH:33])=[N:21][CH:22]=1. Product: [F:16][C:17]1[CH:18]=[CH:19][C:20]([O:23][CH2:24][C:25]2[N:29]([CH3:30])[N:28]=[CH:27][C:26]=2[C:31]([Cl:1])=[N:32][OH:33])=[N:21][CH:22]=1. The catalyst class is: 53. (3) Reactant: Cl[C:2]1[CH:7]=[CH:6][C:5]([N+:8]([O-:10])=[O:9])=[CH:4][N:3]=1.[CH3:11][CH:12]([C:14]1[CH:15]=[C:16]([OH:20])[CH:17]=[CH:18][CH:19]=1)[CH3:13].C(=O)([O-])[O-].[K+].[K+]. Product: [CH3:11][CH:12]([C:14]1[CH:15]=[C:16]([O:20][C:2]2[CH:7]=[CH:6][C:5]([N+:8]([O-:10])=[O:9])=[CH:4][N:3]=2)[CH:17]=[CH:18][CH:19]=1)[CH3:13]. The catalyst class is: 9. (4) Reactant: C1(P(C2C=CC=CC=2)C2C=CC=CC=2)C=CC=CC=1.[N:20]([CH2:23][CH:24]1[CH2:27][CH:26]([N:28]2[C:32]3[N:33]=[CH:34][N:35]=[C:36]([NH2:37])[C:31]=3[C:30]([I:38])=[CH:29]2)[CH2:25]1)=[N+]=[N-].[OH-].[NH4+].CO. Product: [NH2:20][CH2:23][CH:24]1[CH2:27][CH:26]([N:28]2[C:32]3[N:33]=[CH:34][N:35]=[C:36]([NH2:37])[C:31]=3[C:30]([I:38])=[CH:29]2)[CH2:25]1. The catalyst class is: 90. (5) Reactant: ClC1N=C(Cl)C=CN=1.ClC1N=C(Cl)C(OC)=CN=1.[F:19][C:20]1[CH:25]=[CH:24][C:23]([C:26]2[C:31]([O:32]C)=[CH:30][N:29]=[C:28]([N:34]3[CH2:39][CH2:38][CH:37]([C:40]([O:42][CH2:43][CH3:44])=[O:41])[CH2:36][CH2:35]3)[N:27]=2)=[CH:22][CH:21]=1.B(Br)(Br)Br. The catalyst class is: 4. Product: [F:19][C:20]1[CH:25]=[CH:24][C:23]([C:26]2[C:31]([OH:32])=[CH:30][N:29]=[C:28]([N:34]3[CH2:39][CH2:38][CH:37]([C:40]([O:42][CH2:43][CH3:44])=[O:41])[CH2:36][CH2:35]3)[N:27]=2)=[CH:22][CH:21]=1. (6) Reactant: [Br:1][C:2]1[CH:3]=[N:4][C:5]([CH:8]=[CH2:9])=[N:6][CH:7]=1.[CH3:10][NH:11][CH3:12]. Product: [Br:1][C:2]1[CH:3]=[N:4][C:5]([CH2:8][CH2:9][N:11]([CH3:12])[CH3:10])=[N:6][CH:7]=1. The catalyst class is: 5. (7) Reactant: [Cl:1][C:2]1[C:7]([C:8]2[CH:13]=[CH:12][CH:11]=[C:10]([CH2:14][CH3:15])[CH:9]=2)=[C:6]([C:16]([C@@H:18]2[CH2:23][CH2:22][CH2:21][N:20]([C:24]([O:26][C:27]([CH3:30])([CH3:29])[CH3:28])=[O:25])[CH2:19]2)=[O:17])[CH:5]=[CH:4][CH:3]=1.B.CSC.B1(C)OC(C2C=CC=CC=2)(C2C=CC=CC=2)[C@@H]2N1CCC2. Product: [Cl:1][C:2]1[C:7]([C:8]2[CH:13]=[CH:12][CH:11]=[C:10]([CH2:14][CH3:15])[CH:9]=2)=[C:6]([C@H:16]([OH:17])[C@@H:18]2[CH2:23][CH2:22][CH2:21][N:20]([C:24]([O:26][C:27]([CH3:30])([CH3:29])[CH3:28])=[O:25])[CH2:19]2)[CH:5]=[CH:4][CH:3]=1. The catalyst class is: 237. (8) Reactant: Br[C:2]1[C:3](=[O:13])[C:4]2[C:9]([C:10](=[O:12])[CH:11]=1)=[CH:8][CH:7]=[CH:6][CH:5]=2.[OH:14][C:15]1[CH:20]=[CH:19][C:18](B(O)O)=[CH:17][CH:16]=1.P([O-])([O-])([O-])=O.[K+].[K+].[K+].C1(P(C2CCCCC2)C2CCCCC2)CCCCC1.C[C@@H](O)[C@H](N)C(O)=O. Product: [OH:14][C:15]1[CH:20]=[CH:19][C:18]([C:2]2[C:3](=[O:13])[C:4]3[C:9]([C:10](=[O:12])[CH:11]=2)=[CH:8][CH:7]=[CH:6][CH:5]=3)=[CH:17][CH:16]=1. The catalyst class is: 706.